This data is from Catalyst prediction with 721,799 reactions and 888 catalyst types from USPTO. The task is: Predict which catalyst facilitates the given reaction. (1) The catalyst class is: 130. Reactant: Cl.Cl.[NH2:3][CH:4]1[CH2:9][CH2:8][N:7]([CH2:10][C@H:11]2[N:22]3[C:23]4[C:14](=[C:15]([F:25])[CH:16]=[N:17][C:18]=4[CH:19]=[CH:20][C:21]3=[O:24])[S:13][CH2:12]2)[CH2:6][CH2:5]1.[C:26]([O-:29])(=[O:28])[CH3:27].[Na+].[O:31]1[C:40]2[CH:39]=[C:38]([CH:41]=O)[N:37]=C[C:35]=2[O:34][CH2:33][CH2:32]1.C([BH3-])#[N:44].[Na+]. Product: [C:21]([OH:24])(=[O:31])/[CH:20]=[CH:27]/[C:26]([OH:29])=[O:28].[N:44]1[C:35]2[O:34][CH2:33][CH2:32][O:31][C:40]=2[CH:39]=[C:38]([CH2:41][NH:3][CH:4]2[CH2:5][CH2:6][N:7]([CH2:10][C@H:11]3[N:22]4[C:23]5[C:14](=[C:15]([F:25])[CH:16]=[N:17][C:18]=5[CH:19]=[CH:20][C:21]4=[O:24])[S:13][CH2:12]3)[CH2:8][CH2:9]2)[N:37]=1. (2) Reactant: [N:1]([O-])=O.[Na+].[F:5][C:6]1[CH:12]=[CH:11][C:10]([Br:13])=[CH:9][C:7]=1[NH2:8].[Sn](Cl)(Cl)(Cl)[Cl:15].[OH-].[Na+]. Product: [ClH:15].[F:5][C:6]1[CH:12]=[CH:11][C:10]([Br:13])=[CH:9][C:7]=1[NH:8][NH2:1]. The catalyst class is: 223. (3) Reactant: [CH2:1]([O:8][C:9]1[CH:14]=[CH:13][C:12]([C:15]#[CH:16])=[CH:11][CH:10]=1)[C:2]1[CH:7]=[CH:6][CH:5]=[CH:4][CH:3]=1.[CH3:17][CH2:18][CH2:19][CH2:20][SnH:21]([CH2:26][CH2:27][CH2:28][CH3:29])[CH2:22][CH2:23][CH2:24][CH3:25]. Product: [CH2:26]([Sn:21]([CH2:20][CH2:19][CH2:18][CH3:17])([CH2:22][CH2:23][CH2:24][CH3:25])[C:15]([C:12]1[CH:11]=[CH:10][C:9]([O:8][CH2:1][C:2]2[CH:3]=[CH:4][CH:5]=[CH:6][CH:7]=2)=[CH:14][CH:13]=1)=[CH2:16])[CH2:27][CH2:28][CH3:29]. The catalyst class is: 1. (4) Reactant: [H-].[Na+].[CH2:3]([O:10][C:11]1[CH:16]=[CH:15][C:14]([CH2:17][CH2:18][C:19]([NH2:21])=[O:20])=[C:13]([OH:22])[CH:12]=1)[C:4]1[CH:9]=[CH:8][CH:7]=[CH:6][CH:5]=1.[CH3:23][O:24][CH2:25]Cl. Product: [CH2:3]([O:10][C:11]1[CH:16]=[CH:15][C:14]([CH2:17][CH2:18][C:19]([NH2:21])=[O:20])=[C:13]([O:22][CH2:23][O:24][CH3:25])[CH:12]=1)[C:4]1[CH:5]=[CH:6][CH:7]=[CH:8][CH:9]=1. The catalyst class is: 9. (5) Reactant: CO[C:3](=[O:16])[CH2:4][NH:5][C:6]([O:8][CH2:9][C:10]1[CH:15]=[CH:14][CH:13]=[CH:12][CH:11]=1)=[O:7].[C:17]([O:21][CH3:22])(=[O:20])[CH:18]=[CH2:19].[H-].[Na+]. Product: [O:16]=[C:3]1[CH2:4][N:5]([C:6]([O:8][CH2:9][C:10]2[CH:11]=[CH:12][CH:13]=[CH:14][CH:15]=2)=[O:7])[CH2:19][CH:18]1[C:17]([O:21][CH3:22])=[O:20]. The catalyst class is: 11.